This data is from Forward reaction prediction with 1.9M reactions from USPTO patents (1976-2016). The task is: Predict the product of the given reaction. (1) Given the reactants [N:1]1[CH:6]=[C:5]([C:7]([C:9]2[CH:10]=[C:11]3[C:16](=[C:17]([CH:19]=[CH2:20])[CH:18]=2)[N:15]=[CH:14][CH:13]=[CH:12]3)=[O:8])[CH:4]=[N:3][CH:2]=1.CO.[BH4-].[Na+].O, predict the reaction product. The product is: [N:3]1[CH:4]=[C:5]([CH:7]([C:9]2[CH:10]=[C:11]3[C:16](=[C:17]([CH:19]=[CH2:20])[CH:18]=2)[N:15]=[CH:14][CH:13]=[CH:12]3)[OH:8])[CH:6]=[N:1][CH:2]=1. (2) Given the reactants [CH2:1]([C:3]1[CH2:7][C:6]([C:8]([CH3:11])([CH3:10])[CH3:9])=[N:5][N:4]=1)C.CN(C)[CH:14]=[O:15].Br[CH2:18][C:19]1[C:24]([CH3:25])=[CH:23][C:22]([CH3:26])=[CH:21][C:20]=1[CH3:27].[C:28]([O-])([O-])=O.[K+].[K+].[OH2:34], predict the reaction product. The product is: [C:8]([C:6]1[CH:7]=[C:3]([C:1]([O:15][CH2:14][CH3:28])=[O:34])[N:4]([CH2:18][C:19]2[C:24]([CH3:25])=[CH:23][C:22]([CH3:26])=[CH:21][C:20]=2[CH3:27])[N:5]=1)([CH3:9])([CH3:10])[CH3:11]. (3) Given the reactants [CH3:1][C:2]([CH3:20])([CH3:19])[CH2:3][CH:4]1[CH2:7][CH:6]([C:8]([O:10]CC)=[O:9])[CH:5]1N1CCCCC1.C1(C)C=CC(S(OC)(=O)=O)=CC=1, predict the reaction product. The product is: [CH3:1][C:2]([CH3:20])([CH3:19])[CH2:3][CH:4]1[CH2:7][C:6]([C:8]([OH:10])=[O:9])=[CH:5]1.